This data is from Merck oncology drug combination screen with 23,052 pairs across 39 cell lines. The task is: Regression. Given two drug SMILES strings and cell line genomic features, predict the synergy score measuring deviation from expected non-interaction effect. (1) Drug 1: CCN(CC)CCNC(=O)c1c(C)[nH]c(C=C2C(=O)Nc3ccc(F)cc32)c1C. Drug 2: CC1(c2nc3c(C(N)=O)cccc3[nH]2)CCCN1. Cell line: NCIH460. Synergy scores: synergy=2.60. (2) Drug 1: CCN(CC)CCNC(=O)c1c(C)[nH]c(C=C2C(=O)Nc3ccc(F)cc32)c1C. Drug 2: C#Cc1cccc(Nc2ncnc3cc(OCCOC)c(OCCOC)cc23)c1. Cell line: SKOV3. Synergy scores: synergy=18.3. (3) Drug 1: N#Cc1ccc(Cn2cncc2CN2CCN(c3cccc(Cl)c3)C(=O)C2)cc1. Drug 2: C#Cc1cccc(Nc2ncnc3cc(OCCOC)c(OCCOC)cc23)c1. Cell line: KPL1. Synergy scores: synergy=-0.510. (4) Drug 1: Cc1nc(Nc2ncc(C(=O)Nc3c(C)cccc3Cl)s2)cc(N2CCN(CCO)CC2)n1. Drug 2: CCC1(O)C(=O)OCc2c1cc1n(c2=O)Cc2cc3c(CN(C)C)c(O)ccc3nc2-1. Cell line: LOVO. Synergy scores: synergy=27.2. (5) Drug 1: COc1cccc2c1C(=O)c1c(O)c3c(c(O)c1C2=O)CC(O)(C(=O)CO)CC3OC1CC(N)C(O)C(C)O1. Drug 2: CCN(CC)CCNC(=O)c1c(C)[nH]c(C=C2C(=O)Nc3ccc(F)cc32)c1C. Cell line: OVCAR3. Synergy scores: synergy=-9.55. (6) Drug 1: CCC1(O)CC2CN(CCc3c([nH]c4ccccc34)C(C(=O)OC)(c3cc4c(cc3OC)N(C)C3C(O)(C(=O)OC)C(OC(C)=O)C5(CC)C=CCN6CCC43C65)C2)C1. Drug 2: COC1CC2CCC(C)C(O)(O2)C(=O)C(=O)N2CCCCC2C(=O)OC(C(C)CC2CCC(OP(C)(C)=O)C(OC)C2)CC(=O)C(C)C=C(C)C(O)C(OC)C(=O)C(C)CC(C)C=CC=CC=C1C. Cell line: OVCAR3. Synergy scores: synergy=1.24. (7) Drug 1: CC(C)CC(NC(=O)C(Cc1ccccc1)NC(=O)c1cnccn1)B(O)O. Drug 2: CCc1cnn2c(NCc3ccc[n+]([O-])c3)cc(N3CCCCC3CCO)nc12. Cell line: EFM192B. Synergy scores: synergy=-17.8. (8) Drug 1: O=C(CCCCCCC(=O)Nc1ccccc1)NO. Drug 2: C#Cc1cccc(Nc2ncnc3cc(OCCOC)c(OCCOC)cc23)c1. Cell line: OV90. Synergy scores: synergy=13.0.